Dataset: Catalyst prediction with 721,799 reactions and 888 catalyst types from USPTO. Task: Predict which catalyst facilitates the given reaction. (1) Reactant: [ClH:1].[Br:2][C:3]1[CH:13]=[C:12]([O:14][CH2:15][CH:16]([OH:19])[CH2:17][OH:18])[C:11]([O:20][CH3:21])=[CH:10][C:4]=1[CH2:5][NH:6]C(=O)C. Product: [ClH:1].[Br:2][C:3]1[CH:13]=[C:12]([O:14][CH2:15][CH:16]([OH:19])[CH2:17][OH:18])[C:11]([O:20][CH3:21])=[CH:10][C:4]=1[CH2:5][NH2:6]. The catalyst class is: 8. (2) Reactant: [NH2:1][C@@H:2]([CH2:13][OH:14])[CH2:3][C:4]1[C:12]2[C:7](=[CH:8][CH:9]=[CH:10][CH:11]=2)[NH:6][CH:5]=1.C(N(CC)CC)C.[Br:22][C:23]1[CH:24]=[CH:25][C:26]([O:33][CH3:34])=[C:27]([S:29](Cl)(=[O:31])=[O:30])[CH:28]=1.O. Product: [Br:22][C:23]1[CH:24]=[CH:25][C:26]([O:33][CH3:34])=[C:27]([S:29]([NH:1][C@H:2]([CH2:3][C:4]2[C:12]3[C:7](=[CH:8][CH:9]=[CH:10][CH:11]=3)[NH:6][CH:5]=2)[CH2:13][OH:14])(=[O:30])=[O:31])[CH:28]=1. The catalyst class is: 220. (3) Reactant: [NH2:1][C:2]1[N:6]([C@@H:7]2[CH2:12][CH2:11][CH2:10][NH:9][CH2:8]2)[N:5]=[C:4]([C:13]2[CH:18]=[CH:17][C:16]([O:19][C:20]3[CH:25]=[CH:24][CH:23]=[CH:22][CH:21]=3)=[CH:15][CH:14]=2)[C:3]=1[C:26]([NH2:28])=[O:27].[OH:29][CH2:30]/[CH:31]=[CH:32]/[C:33](O)=[O:34].F[P-](F)(F)(F)(F)F.N1(OC(N(C)C)=[N+](C)C)C2C=CC=CC=2N=N1.C(N(CC)CC)C. Product: [NH2:1][C:2]1[N:6]([C@@H:7]2[CH2:12][CH2:11][CH2:10][N:9]([C:30](=[O:29])/[CH:31]=[CH:32]/[CH2:33][OH:34])[CH2:8]2)[N:5]=[C:4]([C:13]2[CH:14]=[CH:15][C:16]([O:19][C:20]3[CH:25]=[CH:24][CH:23]=[CH:22][CH:21]=3)=[CH:17][CH:18]=2)[C:3]=1[C:26]([NH2:28])=[O:27]. The catalyst class is: 9. (4) Reactant: [F:1][C:2]1[CH:3]=[C:4]([N:8]2[CH:12]=[C:11]([NH:13][C:14](=[O:18])[CH:15]([CH3:17])[CH3:16])[C:10]([CH:19]=[O:20])=[N:9]2)[CH:5]=[N:6][CH:7]=1.[BH4-].[Na+].Cl.C(=O)(O)[O-].[Na+]. Product: [F:1][C:2]1[CH:3]=[C:4]([N:8]2[CH:12]=[C:11]([NH:13][C:14](=[O:18])[CH:15]([CH3:17])[CH3:16])[C:10]([CH2:19][OH:20])=[N:9]2)[CH:5]=[N:6][CH:7]=1.[F:1][C:2]1[CH:3]=[C:4]([N:8]2[CH:12]=[C:11]([NH:13][C:14](=[O:18])[CH:15]([CH3:16])[CH3:17])[CH:10]=[N:9]2)[CH:5]=[N:6][CH:7]=1. The catalyst class is: 5. (5) Reactant: C[Si]([N-][Si](C)(C)C)(C)C.[Li+].[CH3:11][C:12]1[CH:17]=[CH:16][C:15]([S:18]([N:21]2[CH:25]=[CH:24][C:23]([C:26](=[O:28])[CH3:27])=[N:22]2)(=[O:20])=[O:19])=[CH:14][CH:13]=1.[C:29](OCC)(=[O:35])[C:30]([O:32][CH2:33][CH3:34])=[O:31].C(OCC)C. Product: [CH2:33]([O:32][C:30](=[O:31])[C:29](=[O:35])[CH2:27][C:26]([C:23]1[CH:24]=[CH:25][N:21]([S:18]([C:15]2[CH:16]=[CH:17][C:12]([CH3:11])=[CH:13][CH:14]=2)(=[O:20])=[O:19])[N:22]=1)=[O:28])[CH3:34]. The catalyst class is: 30. (6) Reactant: [Cl:1][C:2]1[C:10]([S:11][CH3:12])=[C:9]([Cl:13])[CH:8]=[C:7]([F:14])[C:3]=1[C:4](O)=[O:5].C(Cl)(C([Cl:19])=O)=O. Product: [Cl:1][C:2]1[C:10]([S:11][CH3:12])=[C:9]([Cl:13])[CH:8]=[C:7]([F:14])[C:3]=1[C:4]([Cl:19])=[O:5]. The catalyst class is: 2. (7) Reactant: Cl.[C:2](=N)(OCC)[C:3]1[CH:8]=[CH:7][CH:6]=[CH:5][CH:4]=1.[NH:13]([C:15]([CH:17]1[CH2:22][CH2:21][N:20]([C:23]([O:25][C:26]([CH3:29])([CH3:28])[CH3:27])=[O:24])[CH2:19][CH2:18]1)=[O:16])[NH2:14]. Product: [C:3]1([C:2]2[O:16][C:15]([CH:17]3[CH2:22][CH2:21][N:20]([C:23]([O:25][C:26]([CH3:29])([CH3:28])[CH3:27])=[O:24])[CH2:19][CH2:18]3)=[N:13][N:14]=2)[CH:8]=[CH:7][CH:6]=[CH:5][CH:4]=1. The catalyst class is: 8.